This data is from Peptide-MHC class I binding affinity with 185,985 pairs from IEDB/IMGT. The task is: Regression. Given a peptide amino acid sequence and an MHC pseudo amino acid sequence, predict their binding affinity value. This is MHC class I binding data. (1) The peptide sequence is WQTDTTIPL. The MHC is HLA-B15:01 with pseudo-sequence HLA-B15:01. The binding affinity (normalized) is 0.478. (2) The peptide sequence is RTSKAALER. The MHC is HLA-A02:02 with pseudo-sequence HLA-A02:02. The binding affinity (normalized) is 0. (3) The MHC is HLA-B46:01 with pseudo-sequence HLA-B46:01. The binding affinity (normalized) is 0.274. The peptide sequence is SPMETTAEF. (4) The peptide sequence is IVDCLTEMYY. The MHC is HLA-C06:02 with pseudo-sequence HLA-C06:02. The binding affinity (normalized) is 0.0847.